This data is from TCR-epitope binding with 47,182 pairs between 192 epitopes and 23,139 TCRs. The task is: Binary Classification. Given a T-cell receptor sequence (or CDR3 region) and an epitope sequence, predict whether binding occurs between them. (1) The epitope is HTTDPSFLGRY. The TCR CDR3 sequence is CASSYSETKSYEQYF. Result: 1 (the TCR binds to the epitope). (2) The epitope is RTLNAWVKV. The TCR CDR3 sequence is CASSLVWTGEETQYF. Result: 0 (the TCR does not bind to the epitope). (3) The epitope is FLNGSCGSV. The TCR CDR3 sequence is CASRFGGGASDTQYF. Result: 1 (the TCR binds to the epitope). (4) The epitope is FLRGRAYGL. The TCR CDR3 sequence is CASNQETQYF. Result: 1 (the TCR binds to the epitope). (5) The epitope is GLCTLVAML. The TCR CDR3 sequence is CASSGVQLLPGELFF. Result: 1 (the TCR binds to the epitope).